From a dataset of Reaction yield outcomes from USPTO patents with 853,638 reactions. Predict the reaction yield, written as a fraction of the theoretical maximum amount of product (1.0 means a 100% yield; for example, 0.34 means a 34% yield). (1) The catalyst is C1COCC1. The reactants are [C:1]([C:3]([C:6]1[CH:10]=[C:9]([NH:11][C:12](=[O:20])OC2C=CC=CC=2)[O:8][N:7]=1)([CH3:5])[CH3:4])#[N:2].[CH3:21][O:22][C:23]1[CH:24]=[C:25]2[C:30](=[CH:31][C:32]=1[O:33][CH3:34])[N:29]=[CH:28][N:27]=[C:26]2[S:35][C:36]1[CH:37]=[C:38]([CH:40]=[CH:41][CH:42]=1)[NH2:39]. The product is [C:1]([C:3]([C:6]1[CH:10]=[C:9]([NH:11][C:12]([NH:39][C:38]2[CH:40]=[CH:41][CH:42]=[C:36]([S:35][C:26]3[C:25]4[C:30](=[CH:31][C:32]([O:33][CH3:34])=[C:23]([O:22][CH3:21])[CH:24]=4)[N:29]=[CH:28][N:27]=3)[CH:37]=2)=[O:20])[O:8][N:7]=1)([CH3:4])[CH3:5])#[N:2]. The yield is 0.320. (2) The reactants are [CH:1]1([S:4]([C:7]2[CH:12]=[CH:11][C:10]([CH:13]([C:21](=[O:25])[CH:22]=[CH:23][CH3:24])[CH2:14][CH:15]3[CH2:20][CH2:19][O:18][CH2:17][CH2:16]3)=[CH:9][CH:8]=2)(=[O:6])=[O:5])[CH2:3][CH2:2]1.C(O)C.O1CCCC1.[N:34]1[CH:39]=[CH:38][CH:37]=[CH:36][C:35]=1[CH:40]=[O:41]. The catalyst is [Cl-].C([N+]1C(C)=C(CCO)SC=1)C1C=CC=CC=1.C(OCC)(=O)C.C(N(CC)CC)C. The product is [CH:1]1([S:4]([C:7]2[CH:8]=[CH:9][C:10]([CH:13]([CH2:14][CH:15]3[CH2:20][CH2:19][O:18][CH2:17][CH2:16]3)[C:21](=[O:25])[CH2:22][CH:23]([CH3:24])[C:40]([C:35]3[CH:36]=[CH:37][CH:38]=[CH:39][N:34]=3)=[O:41])=[CH:11][CH:12]=2)(=[O:6])=[O:5])[CH2:2][CH2:3]1. The yield is 0.690.